This data is from NCI-60 drug combinations with 297,098 pairs across 59 cell lines. The task is: Regression. Given two drug SMILES strings and cell line genomic features, predict the synergy score measuring deviation from expected non-interaction effect. (1) Drug 1: CC(C)(C#N)C1=CC(=CC(=C1)CN2C=NC=N2)C(C)(C)C#N. Drug 2: COC1=NC(=NC2=C1N=CN2C3C(C(C(O3)CO)O)O)N. Cell line: DU-145. Synergy scores: CSS=-5.61, Synergy_ZIP=1.53, Synergy_Bliss=-5.44, Synergy_Loewe=-7.67, Synergy_HSA=-9.26. (2) Drug 1: CC1CCC2CC(C(=CC=CC=CC(CC(C(=O)C(C(C(=CC(C(=O)CC(OC(=O)C3CCCCN3C(=O)C(=O)C1(O2)O)C(C)CC4CCC(C(C4)OC)OCCO)C)C)O)OC)C)C)C)OC. Drug 2: CC1=C(N=C(N=C1N)C(CC(=O)N)NCC(C(=O)N)N)C(=O)NC(C(C2=CN=CN2)OC3C(C(C(C(O3)CO)O)O)OC4C(C(C(C(O4)CO)O)OC(=O)N)O)C(=O)NC(C)C(C(C)C(=O)NC(C(C)O)C(=O)NCCC5=NC(=CS5)C6=NC(=CS6)C(=O)NCCC[S+](C)C)O. Cell line: COLO 205. Synergy scores: CSS=14.2, Synergy_ZIP=-3.35, Synergy_Bliss=2.74, Synergy_Loewe=-0.538, Synergy_HSA=0.288. (3) Drug 1: CC12CCC3C(C1CCC2=O)CC(=C)C4=CC(=O)C=CC34C. Drug 2: CC(C)(C#N)C1=CC(=CC(=C1)CN2C=NC=N2)C(C)(C)C#N. Cell line: SK-MEL-28. Synergy scores: CSS=4.44, Synergy_ZIP=2.20, Synergy_Bliss=-4.91, Synergy_Loewe=-4.07, Synergy_HSA=-4.83. (4) Drug 1: C1=CC(=CC=C1CCCC(=O)O)N(CCCl)CCCl. Drug 2: COCCOC1=C(C=C2C(=C1)C(=NC=N2)NC3=CC=CC(=C3)C#C)OCCOC.Cl. Cell line: HCC-2998. Synergy scores: CSS=-4.96, Synergy_ZIP=-4.42, Synergy_Bliss=-11.2, Synergy_Loewe=-16.4, Synergy_HSA=-14.2. (5) Cell line: MDA-MB-231. Synergy scores: CSS=39.6, Synergy_ZIP=-2.88, Synergy_Bliss=-3.13, Synergy_Loewe=1.03, Synergy_HSA=3.03. Drug 1: C1=CC(=C2C(=C1NCCNCCO)C(=O)C3=C(C=CC(=C3C2=O)O)O)NCCNCCO. Drug 2: C1=C(C(=O)NC(=O)N1)N(CCCl)CCCl. (6) Drug 1: CC1C(C(=O)NC(C(=O)N2CCCC2C(=O)N(CC(=O)N(C(C(=O)O1)C(C)C)C)C)C(C)C)NC(=O)C3=C4C(=C(C=C3)C)OC5=C(C(=O)C(=C(C5=N4)C(=O)NC6C(OC(=O)C(N(C(=O)CN(C(=O)C7CCCN7C(=O)C(NC6=O)C(C)C)C)C)C(C)C)C)N)C. Drug 2: C1=CC=C(C(=C1)C(C2=CC=C(C=C2)Cl)C(Cl)Cl)Cl. Cell line: MALME-3M. Synergy scores: CSS=11.1, Synergy_ZIP=-7.67, Synergy_Bliss=-9.27, Synergy_Loewe=-14.5, Synergy_HSA=-8.75. (7) Drug 1: CC12CCC3C(C1CCC2=O)CC(=C)C4=CC(=O)C=CC34C. Drug 2: CC(CN1CC(=O)NC(=O)C1)N2CC(=O)NC(=O)C2. Cell line: OVCAR3. Synergy scores: CSS=56.9, Synergy_ZIP=1.94, Synergy_Bliss=5.88, Synergy_Loewe=-6.23, Synergy_HSA=5.27.